From a dataset of Full USPTO retrosynthesis dataset with 1.9M reactions from patents (1976-2016). Predict the reactants needed to synthesize the given product. (1) Given the product [Cl:14][C:13]1[C:3]2[CH2:2][N:31]([CH:29]([C:19]3[CH:20]=[CH:21][C:22]([O:23][CH2:24][C:25]([F:27])([F:28])[CH3:26])=[C:17]([Cl:16])[CH:18]=3)[CH3:30])[C:5](=[O:7])[C:4]=2[CH:10]=[CH:11][N:12]=1, predict the reactants needed to synthesize it. The reactants are: Br[CH2:2][C:3]1[C:13]([Cl:14])=[N:12][CH:11]=[CH:10][C:4]=1[C:5]([O:7]CC)=O.Cl.[Cl:16][C:17]1[CH:18]=[C:19]([CH:29]([NH2:31])[CH3:30])[CH:20]=[CH:21][C:22]=1[O:23][CH2:24][C:25]([F:28])([F:27])[CH3:26]. (2) Given the product [CH3:42][S:40][C:39](=[S:41])[N:9]([CH2:8][C:7]1[CH:30]=[C:31]([C:33]([F:36])([F:35])[F:34])[CH:32]=[C:5]([C:4]([F:37])([F:3])[F:38])[CH:6]=1)[CH2:10][C:11]1[C:12]([N:21]([CH2:24][CH:25]2[CH2:29][CH2:28][CH2:27][CH2:26]2)[CH2:22][CH3:23])=[N:13][C:14]2[C:19]([CH:20]=1)=[CH:18][CH:17]=[CH:16][CH:15]=2, predict the reactants needed to synthesize it. The reactants are: [H-].[Na+].[F:3][C:4]([F:38])([F:37])[C:5]1[CH:6]=[C:7]([CH:30]=[C:31]([C:33]([F:36])([F:35])[F:34])[CH:32]=1)[CH2:8][NH:9][CH2:10][C:11]1[C:12]([N:21]([CH2:24][CH:25]2[CH2:29][CH2:28][CH2:27][CH2:26]2)[CH2:22][CH3:23])=[N:13][C:14]2[C:19]([CH:20]=1)=[CH:18][CH:17]=[CH:16][CH:15]=2.[C:39](=[S:41])=[S:40].[CH3:42]I. (3) Given the product [Cl:23][C:24]1[CH:25]=[C:26]([NH:27][C:2]2[C:7]3[C:8]4[CH2:14][CH2:13][CH2:12][NH:11][CH2:10][C:9]=4[S:22][C:6]=3[N:5]=[CH:4][N:3]=2)[CH:28]=[CH:29][C:30]=1[Cl:31], predict the reactants needed to synthesize it. The reactants are: Cl[C:2]1[C:7]2[C:8]3[CH2:14][CH2:13][CH2:12][N:11](C(OC(C)(C)C)=O)[CH2:10][C:9]=3[S:22][C:6]=2[N:5]=[CH:4][N:3]=1.[Cl:23][C:24]1[CH:25]=[C:26]([CH:28]=[CH:29][C:30]=1[Cl:31])[NH2:27].